Dataset: Catalyst prediction with 721,799 reactions and 888 catalyst types from USPTO. Task: Predict which catalyst facilitates the given reaction. (1) The catalyst class is: 21. Product: [CH3:1][O:2][C:3](=[O:29])[C:4]1[CH:9]=[CH:8][C:7]([O:10][CH2:11][CH2:12][CH2:13][O:38]/[N:37]=[CH:36]/[C:35]2[CH:34]=[CH:33][C:32]([C:31]([F:30])([F:42])[F:41])=[CH:40][CH:39]=2)=[CH:6][C:5]=1[NH:15][C:16](=[O:28])[C:17]1[CH:22]=[CH:21][C:20]([O:23][C:24]([F:27])([F:26])[F:25])=[CH:19][CH:18]=1. Reactant: [CH3:1][O:2][C:3](=[O:29])[C:4]1[CH:9]=[CH:8][C:7]([O:10][CH2:11][CH2:12][CH2:13]Br)=[CH:6][C:5]=1[NH:15][C:16](=[O:28])[C:17]1[CH:22]=[CH:21][C:20]([O:23][C:24]([F:27])([F:26])[F:25])=[CH:19][CH:18]=1.[F:30][C:31]([F:42])([F:41])[C:32]1[CH:40]=[CH:39][C:35]([CH:36]=[N:37][OH:38])=[CH:34][CH:33]=1.C(=O)([O-])[O-].[Cs+].[Cs+]. (2) Reactant: [ClH:1].[O:2]=[C:3]1[C:11]2[C:6](=[CH:7][CH:8]=[CH:9][CH:10]=2)[C:5](=[O:12])[N:4]1[CH2:13][C:14]1[CH:21]=[CH:20][C:17]([C:18]#[N:19])=[CH:16][CH:15]=1.[CH2:22]([O:24]CC)C. Product: [ClH:1].[CH3:22][O:24][C:18](=[NH:19])[C:17]1[CH:20]=[CH:21][C:14]([CH2:13][N:4]2[C:3](=[O:2])[C:11]3[C:6](=[CH:7][CH:8]=[CH:9][CH:10]=3)[C:5]2=[O:12])=[CH:15][CH:16]=1. The catalyst class is: 5. (3) Reactant: FC(F)(F)C(O)=O.[F:8][C:9]1[C:10]([C:27]2[CH:32]=[CH:31][C:30]([F:33])=[C:29]([CH3:34])[CH:28]=2)=[CH:11][CH:12]=[C:13]2[C:21]=1[NH:20][C:19]1[C:18]3[CH:22]=[CH:23][C:24]([NH2:26])=[CH:25][C:17]=3[CH2:16][CH2:15][C:14]2=1.ClCCl.[CH3:38][S:39](Cl)(=[O:41])=[O:40]. Product: [F:8][C:9]1[C:10]([C:27]2[CH:32]=[CH:31][C:30]([F:33])=[C:29]([CH3:34])[CH:28]=2)=[CH:11][CH:12]=[C:13]2[C:21]=1[NH:20][C:19]1[C:18]3[CH:22]=[CH:23][C:24]([NH:26][S:39]([CH3:38])(=[O:41])=[O:40])=[CH:25][C:17]=3[CH2:16][CH2:15][C:14]2=1. The catalyst class is: 17. (4) Reactant: [C:1]([C:4]1[CH:5]=[C:6]2[C:10](=[CH:11][CH:12]=1)[NH:9][C:8](=[O:13])[CH2:7]2)(=[O:3])[CH3:2].[NH:14]1[C:22]2[C:17](=[CH:18][CH:19]=[CH:20][CH:21]=2)[CH:16]=[C:15]1[CH:23]=O.N1CCCCC1. Product: [C:1]([C:4]1[CH:5]=[C:6]2[C:10](=[CH:11][CH:12]=1)[NH:9][C:8](=[O:13])[C:7]2=[CH:23][C:15]1[NH:14][C:22]2[C:17]([CH:16]=1)=[CH:18][CH:19]=[CH:20][CH:21]=2)(=[O:3])[CH3:2]. The catalyst class is: 8. (5) The catalyst class is: 43. Reactant: [F:1][CH:2]([CH2:21][CH2:22][CH3:23])[CH2:3][N:4]1[CH2:9][CH2:8][CH:7]([NH:10]C(=O)OCC2C=CC=CC=2)[CH2:6][CH2:5]1. Product: [F:1][CH:2]([CH2:21][CH2:22][CH3:23])[CH2:3][N:4]1[CH2:9][CH2:8][CH:7]([NH2:10])[CH2:6][CH2:5]1. (6) Reactant: [CH:1]([C:3]1[CH:8]=[CH:7][C:6]([C@@H:9]([C:17]2[C:22]([C:23]([F:26])([F:25])[F:24])=[CH:21][CH:20]=[CH:19][N:18]=2)[NH:10][S@:11]([C:13]([CH3:16])([CH3:15])[CH3:14])=[O:12])=[CH:5][CH:4]=1)=[O:2].[CH3:27][Mg]Br. Product: [OH:2][CH:1]([C:3]1[CH:4]=[CH:5][C:6]([C@@H:9]([C:17]2[C:22]([C:23]([F:25])([F:26])[F:24])=[CH:21][CH:20]=[CH:19][N:18]=2)[NH:10][S@:11]([C:13]([CH3:16])([CH3:15])[CH3:14])=[O:12])=[CH:7][CH:8]=1)[CH3:27]. The catalyst class is: 1.